Task: Regression. Given two drug SMILES strings and cell line genomic features, predict the synergy score measuring deviation from expected non-interaction effect.. Dataset: NCI-60 drug combinations with 297,098 pairs across 59 cell lines (1) Drug 1: CC1=C(C(=CC=C1)Cl)NC(=O)C2=CN=C(S2)NC3=CC(=NC(=N3)C)N4CCN(CC4)CCO. Drug 2: CS(=O)(=O)OCCCCOS(=O)(=O)C. Cell line: EKVX. Synergy scores: CSS=7.90, Synergy_ZIP=-3.95, Synergy_Bliss=-2.01, Synergy_Loewe=-9.38, Synergy_HSA=-0.620. (2) Drug 1: CS(=O)(=O)CCNCC1=CC=C(O1)C2=CC3=C(C=C2)N=CN=C3NC4=CC(=C(C=C4)OCC5=CC(=CC=C5)F)Cl. Drug 2: CCN(CC)CCCC(C)NC1=C2C=C(C=CC2=NC3=C1C=CC(=C3)Cl)OC. Cell line: HS 578T. Synergy scores: CSS=10.2, Synergy_ZIP=-0.720, Synergy_Bliss=3.42, Synergy_Loewe=3.05, Synergy_HSA=3.59. (3) Drug 1: C1C(C(OC1N2C=NC3=C(N=C(N=C32)Cl)N)CO)O. Drug 2: COC1=C2C(=CC3=C1OC=C3)C=CC(=O)O2. Cell line: K-562. Synergy scores: CSS=43.5, Synergy_ZIP=1.54, Synergy_Bliss=1.61, Synergy_Loewe=-30.1, Synergy_HSA=4.75. (4) Drug 1: C1=CC(=CC=C1CC(C(=O)O)N)N(CCCl)CCCl.Cl. Drug 2: CN(C(=O)NC(C=O)C(C(C(CO)O)O)O)N=O. Cell line: IGROV1. Synergy scores: CSS=22.4, Synergy_ZIP=-0.623, Synergy_Bliss=7.74, Synergy_Loewe=-9.47, Synergy_HSA=8.20.